This data is from Full USPTO retrosynthesis dataset with 1.9M reactions from patents (1976-2016). The task is: Predict the reactants needed to synthesize the given product. (1) Given the product [CH3:12][O:11][C:9](=[O:10])[CH2:8][C:5]1[CH:4]=[CH:3][C:2]([O:1][CH2:14][CH2:15][C@@H:16]2[CH2:18][C@@H:17]2[CH:19]2[CH2:24][CH2:23][N:22]([C:25]([O:27][C:28]3([CH3:31])[CH2:30][CH2:29]3)=[O:26])[CH2:21][CH2:20]2)=[CH:7][CH:6]=1, predict the reactants needed to synthesize it. The reactants are: [OH:1][C:2]1[CH:7]=[CH:6][C:5]([CH2:8][C:9]([O:11][CH3:12])=[O:10])=[CH:4][CH:3]=1.O[CH2:14][CH2:15][C@@H:16]1[CH2:18][C@@H:17]1[CH:19]1[CH2:24][CH2:23][N:22]([C:25]([O:27][C:28]2([CH3:31])[CH2:30][CH2:29]2)=[O:26])[CH2:21][CH2:20]1.C1(P(C2C=CC=CC=2)C2C=CC=CC=2)C=CC=CC=1.CC(OC(/N=N/C(OC(C)C)=O)=O)C. (2) Given the product [CH3:14][N:11]1[CH:12]=[CH:13][C:9]([NH:8][C:16]2[C:25]3[C:20](=[CH:21][CH:22]=[C:23]([O:26][C:2]4[CH:7]=[N:6][CH:5]=[CH:4][N:3]=4)[CH:24]=3)[N:19]=[CH:18][N:17]=2)=[N:10]1, predict the reactants needed to synthesize it. The reactants are: Cl[C:2]1[CH:7]=[N:6][CH:5]=[CH:4][N:3]=1.[NH2:8][C:9]1[CH:13]=[CH:12][N:11]([CH3:14])[N:10]=1.Cl[C:16]1[C:25]2[C:20](=[CH:21][CH:22]=[C:23]([OH:26])[CH:24]=2)[N:19]=[CH:18][N:17]=1. (3) Given the product [CH3:15][O:14][C:10]([CH:11]1[C:2](=[O:3])[CH2:1][O:5][CH2:6]1)=[O:13], predict the reactants needed to synthesize it. The reactants are: [C:1]([O:5][CH3:6])(=O)[CH2:2][OH:3].[SiH3]O[SiH3].[C:10]([O:14][CH3:15])(=[O:13])[CH:11]=C.Cl. (4) Given the product [CH2:1]([O:3][C:4]1[C:5]([C:20]2[CH:25]=[CH:24][C:23]([CH2:26][C:27]([NH:29][C:30]3[CH:35]=[C:34]([C:36]([F:38])([F:39])[F:37])[CH:33]=[C:32]([C:40]4[O:41][C:42]([CH3:45])=[N:43][N:44]=4)[CH:31]=3)=[O:28])=[C:22]([F:46])[CH:21]=2)=[CH:6][NH:7][C:8](=[O:10])[CH:9]=1)[CH3:2], predict the reactants needed to synthesize it. The reactants are: [CH2:1]([O:3][C:4]1[CH:9]=[C:8]([O:10]CC2C=CC(OC)=CC=2)[N:7]=[CH:6][C:5]=1[C:20]1[CH:25]=[CH:24][C:23]([CH2:26][C:27]([NH:29][C:30]2[CH:35]=[C:34]([C:36]([F:39])([F:38])[F:37])[CH:33]=[C:32]([C:40]3[O:41][C:42]([CH3:45])=[N:43][N:44]=3)[CH:31]=2)=[O:28])=[C:22]([F:46])[CH:21]=1)[CH3:2]. (5) Given the product [CH2:1]([O:5][CH2:6][CH2:7][O:8][C:9]1[CH:14]=[CH:13][C:12]([C:15]2[CH:16]=[CH:17][C:18]3[N:25]([CH2:50][CH:47]4[CH2:49][CH2:48]4)[CH2:24][CH2:23][CH2:22][C:21]([C:26]([NH:28][C:29]4[CH:30]=[CH:31][C:32]([S:35]([CH2:37][C:38]5[N:42]([CH2:43][CH2:44][CH3:45])[CH:41]=[N:40][CH:39]=5)=[O:36])=[CH:33][CH:34]=4)=[O:27])=[CH:20][C:19]=3[CH:46]=2)=[CH:11][CH:10]=1)[CH2:2][CH2:3][CH3:4], predict the reactants needed to synthesize it. The reactants are: [CH2:1]([O:5][CH2:6][CH2:7][O:8][C:9]1[CH:14]=[CH:13][C:12]([C:15]2[CH:16]=[CH:17][C:18]3[NH:25][CH2:24][CH2:23][CH2:22][C:21]([C:26]([NH:28][C:29]4[CH:34]=[CH:33][C:32]([S:35]([CH2:37][C:38]5[N:42]([CH2:43][CH2:44][CH3:45])[CH:41]=[N:40][CH:39]=5)=[O:36])=[CH:31][CH:30]=4)=[O:27])=[CH:20][C:19]=3[CH:46]=2)=[CH:11][CH:10]=1)[CH2:2][CH2:3][CH3:4].[CH:47]1([CH:50]=O)[CH2:49][CH2:48]1.C(O[BH-](OC(=O)C)OC(=O)C)(=O)C.[Na+].O. (6) The reactants are: [Br:1][C:2]1[C:11]2[C:6](=[C:7]([CH3:14])[CH:8]=[C:9]([O:12][CH3:13])[CH:10]=2)[N:5]=[CH:4][C:3]=1N.[B-](F)(F)(F)[F:17].N#[O+]. Given the product [Br:1][C:2]1[C:11]2[C:6](=[C:7]([CH3:14])[CH:8]=[C:9]([O:12][CH3:13])[CH:10]=2)[N:5]=[CH:4][C:3]=1[F:17], predict the reactants needed to synthesize it.